Predict which catalyst facilitates the given reaction. From a dataset of Catalyst prediction with 721,799 reactions and 888 catalyst types from USPTO. (1) Reactant: [N:1]1[CH:6]=[CH:5][CH:4]=[CH:3][C:2]=1[CH2:7][O:8][C:9]1[CH:18]=[C:17]([C:19]2[S:23][C:22]([CH2:24][OH:25])=[N:21][CH:20]=2)[C:16]2[CH2:15][CH2:14][CH2:13][CH2:12][C:11]=2[N:10]=1.[H-].[Na+].[CH3:28]I. Product: [CH3:28][O:25][CH2:24][C:22]1[S:23][C:19]([C:17]2[C:16]3[CH2:15][CH2:14][CH2:13][CH2:12][C:11]=3[N:10]=[C:9]([O:8][CH2:7][C:2]3[CH:3]=[CH:4][CH:5]=[CH:6][N:1]=3)[CH:18]=2)=[CH:20][N:21]=1. The catalyst class is: 1. (2) Reactant: [N:1]([CH2:4][CH2:5][NH:6][C:7](=[O:21])[CH2:8][CH2:9][CH2:10][CH2:11][CH2:12][CH2:13][CH2:14][CH2:15][CH2:16][CH2:17][CH2:18]CC)=[N+:2]=[N-:3].N(CCN)=[N+]=[N-].C(N(CC)CC)C. Product: [N:1]([CH2:4][CH2:5][NH:6][C:7](=[O:21])[CH2:8][CH2:9][CH2:10][CH2:11][CH2:12][CH2:13][CH2:14][CH2:15][CH2:16][CH2:17][CH3:18])=[N+:2]=[N-:3]. The catalyst class is: 4.